This data is from Catalyst prediction with 721,799 reactions and 888 catalyst types from USPTO. The task is: Predict which catalyst facilitates the given reaction. (1) Reactant: [N:1]1[C:5]2[CH:6]=[CH:7][C:8]([C:10]([OH:12])=O)=[CH:9][C:4]=2[NH:3][CH:2]=1.Cl.C([N:16]=C=NCCCN(C)C)C.[Cl:25][C:26]1[CH:27]=[C:28]([N:33]2[CH2:38][CH2:37][NH:36][CH2:35][CH2:34]2)[CH:29]=[CH:30][C:31]=1[Cl:32].O. Product: [Cl:25][C:26]1[CH:27]=[C:28]([N:33]2[CH2:38][CH2:37][N:36]([C:2]3[NH:3][C:4]4[CH:9]=[C:8]([C:10]([NH2:16])=[O:12])[CH:7]=[CH:6][C:5]=4[N:1]=3)[CH2:35][CH2:34]2)[CH:29]=[CH:30][C:31]=1[Cl:32]. The catalyst class is: 239. (2) Reactant: [C:1]([CH2:14][C:15]([CH2:18][C:19](I)([F:21])[F:20])([F:17])[F:16])([C:4]([C:7]([C:10]([F:13])([F:12])[F:11])([F:9])[F:8])([F:6])[F:5])([F:3])[F:2].[Cl-].[Li+]. Product: [F:20][C:19]([F:21])=[CH:18][C:15]([F:16])([F:17])[CH2:14][C:1]([F:2])([F:3])[C:4]([F:5])([F:6])[C:7]([F:8])([F:9])[C:10]([F:13])([F:12])[F:11]. The catalyst class is: 9. (3) Reactant: O[CH2:2][C@@H:3]([NH:7][C:8]([NH:10][C:11]1[CH:16]=[CH:15][C:14]([O:17][CH3:18])=[CH:13][CH:12]=1)=[O:9])[CH2:4][CH2:5][CH3:6].CC(C)([O-])C.[K+].O. Product: [CH3:18][O:17][C:14]1[CH:15]=[CH:16][C:11]([N:10]2[CH2:2][C@H:3]([CH2:4][CH2:5][CH3:6])[NH:7][C:8]2=[O:9])=[CH:12][CH:13]=1. The catalyst class is: 1. (4) Reactant: [NH2:1][C:2]1[CH:7]=[C:6]([C:8]([F:11])([F:10])[F:9])[C:5]([C:12]2[CH:17]=[CH:16][C:15]([S:18]([NH:21][C:22]3([CH3:25])[CH2:24][CH2:23]3)(=[O:20])=[O:19])=[CH:14][CH:13]=2)=[C:4]([Cl:26])[CH:3]=1.[C:27](N1C=CN=C1)(N1C=CN=C1)=[S:28]. Product: [Cl:26][C:4]1[CH:3]=[C:2]([N:1]=[C:27]=[S:28])[CH:7]=[C:6]([C:8]([F:9])([F:11])[F:10])[C:5]=1[C:12]1[CH:17]=[CH:16][C:15]([S:18]([NH:21][C:22]2([CH3:25])[CH2:24][CH2:23]2)(=[O:19])=[O:20])=[CH:14][CH:13]=1. The catalyst class is: 2.